Dataset: P-glycoprotein inhibition data for predicting drug efflux from Broccatelli et al.. Task: Regression/Classification. Given a drug SMILES string, predict its absorption, distribution, metabolism, or excretion properties. Task type varies by dataset: regression for continuous measurements (e.g., permeability, clearance, half-life) or binary classification for categorical outcomes (e.g., BBB penetration, CYP inhibition). Dataset: pgp_broccatelli. (1) The drug is C#C[C@]1(O)CC[C@@H]2[C@@H]3CCC4=CC(=O)CC[C@H]4[C@H]3CC[C@]21CC. The result is 0 (non-inhibitor). (2) The compound is CCCNC[C@H](O)COc1ccc(O)cc1C(=O)CCc1ccccc1. The result is 1 (inhibitor). (3) The molecule is COc1cccc(CCc2ccccc2OCCN2CCN(c3ccc(F)cc3)CC2)c1. The result is 1 (inhibitor).